From a dataset of Full USPTO retrosynthesis dataset with 1.9M reactions from patents (1976-2016). Predict the reactants needed to synthesize the given product. (1) Given the product [NH2:1][C:2]1[C:11]2[N:10]=[CH:9][CH:8]=[CH:7][C:6]=2[C:5]2[CH:12]=[CH:13][C:14]([CH2:16][OH:17])=[CH:15][C:4]=2[N:3]=1, predict the reactants needed to synthesize it. The reactants are: [NH2:1][C:2]1[C:11]2[N:10]=[CH:9][CH:8]=[CH:7][C:6]=2[C:5]2[CH:12]=[CH:13][C:14]([C:16](OC)=[O:17])=[CH:15][C:4]=2[N:3]=1.[BH4-].[Na+]. (2) Given the product [CH2:1]([N:5]1[C:6](=[O:25])[CH:7]2[CH:12]([CH2:11][CH:10]=[CH:9][CH2:8]2)[C:13]([C:15]2[C:23]3[C:18](=[CH:19][CH:20]=[CH:21][CH:22]=3)[N:17]([CH2:33][C:34]([OH:36])=[O:35])[C:16]=2[CH3:24])=[N:14]1)[CH2:2][CH2:3][CH3:4], predict the reactants needed to synthesize it. The reactants are: [CH2:1]([N:5]1[N:14]=[C:13]([C:15]2[C:23]3[C:18](=[CH:19][CH:20]=[CH:21][CH:22]=3)[NH:17][C:16]=2[CH3:24])[CH:12]2[CH:7]([CH2:8][CH:9]=[CH:10][CH2:11]2)[C:6]1=[O:25])[CH2:2][CH2:3][CH3:4].C([O-])([O-])=O.[K+].[K+].Br[CH2:33][C:34]([O:36]C(C)(C)C)=[O:35]. (3) The reactants are: [CH2:1]([N:8](C)[CH2:9][CH2:10][O:11][C@H:12]1[CH2:19][N:18]2[C:20]3[CH:21]=[C:22]([C:33]([O:35][CH3:36])=[O:34])[CH:23]=[CH:24][C:25]=3[C:26]([CH:27]3[CH2:32][CH2:31][CH2:30][CH2:29][CH2:28]3)=[C:17]2[C:16]2[CH:37]=[CH:38][CH:39]=[CH:40][C:15]=2[O:14][CH2:13]1)C1C=CC=CC=1. Given the product [CH:27]1([C:26]2[C:25]3[CH:24]=[CH:23][C:22]([C:33]([O:35][CH3:36])=[O:34])=[CH:21][C:20]=3[N:18]3[C:17]=2[C:16]2[CH:37]=[CH:38][CH:39]=[CH:40][C:15]=2[O:14][CH2:13][C@@H:12]([O:11][CH2:10][CH2:9][NH:8][CH3:1])[CH2:19]3)[CH2:28][CH2:29][CH2:30][CH2:31][CH2:32]1, predict the reactants needed to synthesize it. (4) The reactants are: [Br:1][C:2]1[C:11]2[C:10]([CH3:13])([CH3:12])[CH2:9][CH2:8][C:7](=[O:14])[C:6]=2[CH:5]=[C:4]([CH:15]([O:17][C:18](=[O:20])[CH3:19])[CH3:16])[C:3]=1[O:21][CH3:22].C(=O)([O-])[O-].[K+].[K+].[CH:29]1[CH:30]=CC(N=NC2C=CC(N)=NC=2N)=C[CH:34]=1.Cl.CC1C=CC(S(O)(=O)=O)=CC=1.O1C=CCCC1. Given the product [Br:1][C:2]1[C:3]([O:21][CH3:22])=[C:4]([CH:15]([O:17][CH:18]2[CH2:19][CH2:30][CH2:29][CH2:34][O:20]2)[CH3:16])[CH:5]=[C:6]2[C:11]=1[C:10]([CH3:13])([CH3:12])[CH2:9][CH2:8][C:7]2=[O:14], predict the reactants needed to synthesize it. (5) Given the product [F:29][C:11]1[CH:12]=[C:13]([O:17][C@H:18]2[CH2:22][CH2:21][CH2:20][C@@H:19]2[C:23]2[CH:24]=[CH:25][CH:26]=[CH:27][CH:28]=2)[C:14]([F:16])=[CH:15][C:10]=1[S:7]([NH:6][C:30]1[S:34][N:33]=[CH:32][N:31]=1)(=[O:9])=[O:8], predict the reactants needed to synthesize it. The reactants are: COC1C=C(OC)C=CC=1C[N:6]([C:30]1[S:34][N:33]=[CH:32][N:31]=1)[S:7]([C:10]1[CH:15]=[C:14]([F:16])[C:13]([O:17][C@H:18]2[CH2:22][CH2:21][CH2:20][C@@H:19]2[C:23]2[CH:28]=[CH:27][CH:26]=[CH:25][CH:24]=2)=[CH:12][C:11]=1[F:29])(=[O:9])=[O:8].C([SiH](CC)CC)C.FC(F)(F)C(O)=O. (6) The reactants are: [C:1]([CH2:6][C:7]([O:9][CH2:10][CH3:11])=[O:8])(=[O:5])[CH2:2][CH2:3][CH3:4]. Given the product [CH2:10]([O:9][C:7](=[O:8])[CH2:6][C@H:1]([OH:5])[CH2:2][CH2:3][CH3:4])[CH3:11], predict the reactants needed to synthesize it.